This data is from Acute oral toxicity (LD50) regression data from Zhu et al.. The task is: Regression/Classification. Given a drug SMILES string, predict its toxicity properties. Task type varies by dataset: regression for continuous values (e.g., LD50, hERG inhibition percentage) or binary classification for toxic/non-toxic outcomes (e.g., AMES mutagenicity, cardiotoxicity, hepatotoxicity). Dataset: ld50_zhu. (1) The compound is NCCNCCNCCNCCN. The rat oral LD50 is 1.68, given as -log10 of the dose in mol/kg body weight (higher means more acutely toxic). (2) The molecule is O=S(C(Cl)C(Cl)Cl)C(Cl)C(Cl)Cl. The rat oral LD50 is 3.62, given as -log10 of the dose in mol/kg body weight (higher means more acutely toxic). (3) The molecule is COc1ccc(C=CC(=O)O)cc1O. The rat oral LD50 is 1.39, given as -log10 of the dose in mol/kg body weight (higher means more acutely toxic). (4) The molecule is C=CC1(C)CC(=O)C2(O)C(C)(O1)C(OC(C)=O)C(O)C1C(C)(C)CCC(O)C12C. The rat oral LD50 is 2.21, given as -log10 of the dose in mol/kg body weight (higher means more acutely toxic). (5) The molecule is CN(CCCl)N=O. The rat oral LD50 is 3.75, given as -log10 of the dose in mol/kg body weight (higher means more acutely toxic).